Dataset: Forward reaction prediction with 1.9M reactions from USPTO patents (1976-2016). Task: Predict the product of the given reaction. (1) Given the reactants [CH2:1]([O:8][C:9]([N:11]1[CH2:15][C@@H:14]([CH3:16])[C@@H:13]([C:17]([O-:19])=[O:18])[CH2:12]1)=[O:10])[C:2]1[CH:7]=[CH:6][CH:5]=[CH:4][CH:3]=1.Cl, predict the reaction product. The product is: [CH2:1]([O:8][C:9]([N:11]1[CH2:15][C@@H:14]([CH3:16])[C@@H:13]([C:17]([OH:19])=[O:18])[CH2:12]1)=[O:10])[C:2]1[CH:3]=[CH:4][CH:5]=[CH:6][CH:7]=1. (2) Given the reactants [Br:1][C:2]1[CH:11]=[C:10]2[C:5]([C:6]([NH:12][C:13]3[CH:26]=[CH:25][C:24]([F:27])=[CH:23][C:14]=3[O:15][C@H:16]([CH3:22])[C:17]([O:19]CC)=[O:18])=[N:7][CH:8]=[N:9]2)=[C:4]([F:28])[CH:3]=1.[OH-].[Na+], predict the reaction product. The product is: [Br:1][C:2]1[CH:11]=[C:10]2[C:5]([C:6]([NH:12][C:13]3[CH:26]=[CH:25][C:24]([F:27])=[CH:23][C:14]=3[O:15][C@H:16]([CH3:22])[C:17]([OH:19])=[O:18])=[N:7][CH:8]=[N:9]2)=[C:4]([F:28])[CH:3]=1. (3) Given the reactants [CH2:1]([N:8]1[C:16]2[C:11](=[CH:12][CH:13]=[CH:14][CH:15]=2)[CH2:10][CH2:9]1)[C:2]1[CH:7]=[CH:6][CH:5]=[CH:4][CH:3]=1.[N+](CC)([O-])=O.N1CC[CH2:25][CH2:24][CH2:23]1.[CH3:28][O:29][C:30]1[CH:31]=[C:32]2[C:37](=[CH:38][C:39]=1[O:40][CH3:41])/[C:36](=[CH:42]\[C:43]([O:45][CH2:46][CH3:47])=[O:44])/[NH:35][CH2:34][CH2:33]2, predict the reaction product. The product is: [CH2:1]([N:8]1[C:16]2[C:11](=[CH:12][C:13]([C:23]3[C:42]([C:43]([O:45][CH2:46][CH3:47])=[O:44])=[C:36]4[C:37]5[C:32](=[CH:31][C:30]([O:29][CH3:28])=[C:39]([O:40][CH3:41])[CH:38]=5)[CH2:33][CH2:34][N:35]4[C:24]=3[CH3:25])=[CH:14][CH:15]=2)[CH2:10][CH2:9]1)[C:2]1[CH:3]=[CH:4][CH:5]=[CH:6][CH:7]=1. (4) Given the reactants [CH3:1][CH:2]1[CH2:7][NH:6][CH2:5][CH2:4][NH:3]1.[CH2:8]([O:15][C:16](Cl)=[O:17])[C:9]1[CH:14]=[CH:13][CH:12]=[CH:11][CH:10]=1.C(N(C(C)C)CC)(C)C.[CH3:28][C:29]([O:32][C:33](O[C:33]([O:32][C:29]([CH3:31])([CH3:30])[CH3:28])=[O:34])=[O:34])([CH3:31])[CH3:30], predict the reaction product. The product is: [CH3:1][CH:2]1[CH2:7][N:6]([C:16]([O:15][CH2:8][C:9]2[CH:14]=[CH:13][CH:12]=[CH:11][CH:10]=2)=[O:17])[CH2:5][CH2:4][N:3]1[C:33]([O:32][C:29]([CH3:31])([CH3:30])[CH3:28])=[O:34].